From a dataset of Forward reaction prediction with 1.9M reactions from USPTO patents (1976-2016). Predict the product of the given reaction. (1) Given the reactants [CH2:1]([N:5]1[CH2:10][CH2:9][N:8]([CH2:11][C:12]([O:14][CH3:15])=[O:13])[C:7](=[O:16])[C:6]1=[O:17])[CH2:2][CH2:3][CH3:4].C[Si]([N-][Si](C)(C)C)(C)C.[Li+].[CH2:28](Br)[C:29]1[CH:34]=[CH:33][CH:32]=[CH:31][CH:30]=1, predict the reaction product. The product is: [CH2:1]([N:5]1[CH2:10][CH2:9][N:8]([CH:11]([CH2:28][C:29]2[CH:34]=[CH:33][CH:32]=[CH:31][CH:30]=2)[C:12]([O:14][CH3:15])=[O:13])[C:7](=[O:16])[C:6]1=[O:17])[CH2:2][CH2:3][CH3:4]. (2) Given the reactants C([Cl:4])(=O)C.[N:5]1[CH:10]=[CH:9][C:8]([N:11]2[CH2:27][CH2:26][CH2:25][C:13]3([CH2:17][N:16](C(OC(C)(C)C)=O)[CH2:15][CH2:14]3)[CH2:12]2)=[CH:7][CH:6]=1, predict the reaction product. The product is: [ClH:4].[ClH:4].[ClH:4].[N:5]1[CH:6]=[CH:7][C:8]([N:11]2[CH2:27][CH2:26][CH2:25][C:13]3([CH2:17][NH:16][CH2:15][CH2:14]3)[CH2:12]2)=[CH:9][CH:10]=1.